This data is from Catalyst prediction with 721,799 reactions and 888 catalyst types from USPTO. The task is: Predict which catalyst facilitates the given reaction. (1) Reactant: [C:1]([N:5]1[C:9]([Cl:10])=[C:8](C(O)=O)[CH:7]=[N:6]1)([CH3:4])([CH3:3])[CH3:2].[CH3:14][C:15]([OH:18])([CH3:17])[CH3:16].C([N:21]([CH2:24]C)CC)C.C1(P(N=[N+]=[N-])(C2C=CC=CC=2)=[O:33])C=CC=CC=1. Product: [C:1]([N:5]1[C:9]([Cl:10])=[C:8]([NH:21][C:24](=[O:33])[O:18][C:15]([CH3:17])([CH3:16])[CH3:14])[CH:7]=[N:6]1)([CH3:2])([CH3:3])[CH3:4]. The catalyst class is: 11. (2) Reactant: [CH2:1]([C:9]1([OH:17])[CH2:16][CH:12]2[CH2:13][NH:14][CH2:15][CH:11]2[CH2:10]1)[CH2:2][C:3]1[CH:8]=[CH:7][CH:6]=[CH:5][CH:4]=1.Br[CH:19]([CH3:29])[C:20]([C:22]1[CH:27]=[CH:26][C:25]([OH:28])=[CH:24][CH:23]=1)=[O:21].C(N(CC)CC)C. Product: [OH:17][C:9]1([CH2:1][CH2:2][C:3]2[CH:4]=[CH:5][CH:6]=[CH:7][CH:8]=2)[CH2:16][CH:12]2[CH2:13][N:14]([CH:19]([CH3:29])[C:20]([C:22]3[CH:27]=[CH:26][C:25]([OH:28])=[CH:24][CH:23]=3)=[O:21])[CH2:15][CH:11]2[CH2:10]1. The catalyst class is: 162. (3) Reactant: C(OC([N:8]1[CH2:12][C@H:11]([CH:13]=O)[C@@H:10]([CH2:15][C:16]2[CH:21]=[CH:20][CH:19]=[CH:18][CH:17]=2)[CH2:9]1)=O)(C)(C)C.[F:22][C:23]1[CH:28]=[CH:27][C:26]([NH2:29])=[CH:25][CH:24]=1.[CH2:30](Br)[C:31]1[CH:36]=[CH:35][CH:34]=[CH:33][CH:32]=1.CC#N.O. Product: [CH2:30]([N:29]([CH2:13][C@@H:11]1[C@@H:10]([CH2:15][C:16]2[CH:17]=[CH:18][CH:19]=[CH:20][CH:21]=2)[CH2:9][NH:8][CH2:12]1)[C:26]1[CH:27]=[CH:28][C:23]([F:22])=[CH:24][CH:25]=1)[C:31]1[CH:36]=[CH:35][CH:34]=[CH:33][CH:32]=1. The catalyst class is: 578. (4) Reactant: [CH:1]([Si:4]([CH:38]([CH3:40])[CH3:39])([CH:35]([CH3:37])[CH3:36])[O:5][C@H:6]1[C@H:11]([O:12][Si:13]([CH:20]([CH3:22])[CH3:21])([CH:17]([CH3:19])[CH3:18])[CH:14]([CH3:16])[CH3:15])[CH:10]=[C:9]([C:23]2[C:28]([N+:29]([O-])=O)=[C:27](Cl)[N:26]=[CH:25][N:24]=2)[O:8][C@@H:7]1[CH:33]=[CH2:34])([CH3:3])[CH3:2]. Product: [CH2:33]([C@H:7]1[O:8][C@H:9]([C:23]2[C:28]([NH2:29])=[CH:27][N:26]=[CH:25][N:24]=2)[CH2:10][C@@H:11]([O:12][Si:13]([CH:20]([CH3:22])[CH3:21])([CH:17]([CH3:19])[CH3:18])[CH:14]([CH3:15])[CH3:16])[C@@H:6]1[O:5][Si:4]([CH:38]([CH3:39])[CH3:40])([CH:35]([CH3:37])[CH3:36])[CH:1]([CH3:3])[CH3:2])[CH3:34]. The catalyst class is: 50. (5) Product: [NH2:1][C:2]1[N:7]=[CH:6][N:5]=[C:4]2[N:8]([C:33]3[CH:34]=[CH:35][C:36]([CH2:39][N:47]4[CH2:48][CH2:49][N:44]([CH2:43][CH2:42][OH:41])[CH2:45][CH2:46]4)=[CH:37][CH:38]=3)[N:9]=[C:10]([C:11]3[CH:16]=[CH:15][C:14]([NH:17][C:18](=[O:30])[C:19]4[CH:24]=[CH:23][C:22]([C:25]([F:27])([F:28])[F:26])=[CH:21][C:20]=4[F:29])=[C:13]([O:31][CH3:32])[CH:12]=3)[C:3]=12. The catalyst class is: 68. Reactant: [NH2:1][C:2]1[N:7]=[CH:6][N:5]=[C:4]2[N:8]([C:33]3[CH:38]=[CH:37][C:36]([CH:39]=O)=[CH:35][CH:34]=3)[N:9]=[C:10]([C:11]3[CH:16]=[CH:15][C:14]([NH:17][C:18](=[O:30])[C:19]4[CH:24]=[CH:23][C:22]([C:25]([F:28])([F:27])[F:26])=[CH:21][C:20]=4[F:29])=[C:13]([O:31][CH3:32])[CH:12]=3)[C:3]=12.[OH:41][CH2:42][CH2:43][N:44]1[CH2:49][CH2:48][NH:47][CH2:46][CH2:45]1.C(O[BH-](OC(=O)C)OC(=O)C)(=O)C.[Na+].[OH-].[Na+].